Dataset: Catalyst prediction with 721,799 reactions and 888 catalyst types from USPTO. Task: Predict which catalyst facilitates the given reaction. (1) Reactant: Br[CH2:2][C:3]([C:5]1[S:6][C:7]([Cl:10])=[CH:8][CH:9]=1)=O.[Cl:11][C:12]1[CH:17]=[CH:16][C:15](/[CH:18]=[N:19]/[NH:20][C:21](=[NH:23])[NH2:22])=[CH:14][CH:13]=1. Product: [Cl:11][C:12]1[CH:13]=[CH:14][C:15](/[CH:18]=[N:19]/[N:20]2[CH:2]=[C:3]([C:5]3[S:6][C:7]([Cl:10])=[CH:8][CH:9]=3)[N:22]=[C:21]2[NH2:23])=[CH:16][CH:17]=1. The catalyst class is: 8. (2) Reactant: Cl.[NH:2]1[CH2:6][CH2:5][CH2:4][C@H:3]1[C:7]#[N:8].C([Sn](=O)CCCC)CCC.[N:19]([Si](C)(C)C)=[N+:20]=[N-:21]. Product: [NH:2]1[CH2:6][CH2:5][CH2:4][C@H:3]1[C:7]1[N:19]=[N:20][NH:21][N:8]=1. The catalyst class is: 12. (3) Reactant: [CH3:1][O:2][C:3]1[CH:4]=[C:5]2[C:10](=[CH:11][C:12]=1[O:13][CH3:14])[N:9]=[CH:8][N:7]=[C:6]2[O:15][C:16]1[CH:22]=[CH:21][C:19]([NH2:20])=[CH:18][CH:17]=1.C1(C)C=CC=CC=1.C(N(CC)CC)C.Cl[C:38](Cl)([O:40]C(=O)OC(Cl)(Cl)Cl)Cl.[F:49][C:50]([F:61])([F:60])[C:51]1[CH:52]=[C:53]([CH:57]=[CH:58][CH:59]=1)[CH:54]([OH:56])[CH3:55]. Product: [CH3:1][O:2][C:3]1[CH:4]=[C:5]2[C:10](=[CH:11][C:12]=1[O:13][CH3:14])[N:9]=[CH:8][N:7]=[C:6]2[O:15][C:16]1[CH:22]=[CH:21][C:19]([NH:20][C:38](=[O:40])[O:56][CH:54]([C:53]2[CH:57]=[CH:58][CH:59]=[C:51]([C:50]([F:60])([F:61])[F:49])[CH:52]=2)[CH3:55])=[CH:18][CH:17]=1. The catalyst class is: 2. (4) Reactant: Br[C:2]1[CH:3]=[C:4]([O:11][CH3:12])[C:5]([O:9][CH3:10])=[CH:6][C:7]=1Br.[C:13]([C:15]1[CH:20]=[CH:19][C:18](B(O)O)=[CH:17][CH:16]=1)#[N:14].C([O-])([O-])=O.[Na+].[Na+]. Product: [CH3:12][O:11][C:4]1[CH:3]=[C:2]([C:18]2[CH:19]=[CH:20][C:15]([C:13]#[N:14])=[CH:16][CH:17]=2)[C:7]([C:18]2[CH:19]=[CH:20][C:15]([C:13]#[N:14])=[CH:16][CH:17]=2)=[CH:6][C:5]=1[O:9][CH3:10]. The catalyst class is: 518. (5) Reactant: BrC1C=CC(O)=C(C2C=[CH:16][C:15]3[C:10](=[CH:11][CH:12]=[C:13]([C:18]4[N:22]([CH:23]5[CH2:28][CH2:27][CH2:26][CH2:25][CH2:24]5)[C:21]5[CH:29]=[CH:30][C:31]([C:33]([OH:35])=[O:34])=[CH:32][C:20]=5[N:19]=4)[CH:14]=3)[N:9]=2)C=1.[OH:37][C:38]1[CH:43]=[CH:42][CH:41]=[C:40]([O:44][CH3:45])[C:39]=1[C:46](=O)[CH3:47].[OH-].[K+]. Product: [CH:23]1([N:22]2[C:21]3[CH:29]=[CH:30][C:31]([C:33]([OH:35])=[O:34])=[CH:32][C:20]=3[N:19]=[C:18]2[C:13]2[CH:14]=[C:15]3[C:10](=[CH:11][CH:12]=2)[N:9]=[C:46]([C:39]2[C:40]([O:44][CH3:45])=[CH:41][CH:42]=[CH:43][C:38]=2[OH:37])[CH:47]=[CH:16]3)[CH2:24][CH2:25][CH2:26][CH2:27][CH2:28]1. The catalyst class is: 8. (6) Reactant: [NH2:1][C:2]1[CH:7]=[CH:6][C:5]([O:8][C:9]2[CH:16]=[CH:15][C:12]([CH:13]=[O:14])=[CH:11][C:10]=2[Cl:17])=[CH:4][C:3]=1[N+:18]([O-:20])=[O:19].[CH2:21](O)[CH2:22][OH:23].C1(C)C=CC(S(O)(=O)=O)=CC=1. Product: [Cl:17][C:10]1[CH:11]=[C:12]([CH:13]2[O:23][CH2:22][CH2:21][O:14]2)[CH:15]=[CH:16][C:9]=1[O:8][C:5]1[CH:6]=[CH:7][C:2]([NH2:1])=[C:3]([N+:18]([O-:20])=[O:19])[CH:4]=1. The catalyst class is: 133. (7) Reactant: [H-].[Na+].[F:3][C:4]([F:13])([F:12])[C:5]1[CH:10]=[CH:9][C:8]([OH:11])=[CH:7][CH:6]=1.[H][H].Br[CH2:17][CH:18]([O:22][CH2:23][CH3:24])[O:19][CH2:20][CH3:21]. Product: [CH2:20]([O:19][CH:18]([O:22][CH2:23][CH3:24])[CH2:17][O:11][C:8]1[CH:7]=[CH:6][C:5]([C:4]([F:12])([F:13])[F:3])=[CH:10][CH:9]=1)[CH3:21]. The catalyst class is: 3.